Dataset: Full USPTO retrosynthesis dataset with 1.9M reactions from patents (1976-2016). Task: Predict the reactants needed to synthesize the given product. (1) The reactants are: [O:1]=[C:2]1[C:7]2[CH:8]=[C:9]([C:11]3[CH:12]=[CH:13][CH:14]=[C:15]4[C:20]=3[N:19]=[C:18]([O:21][C@@H:22]3[CH2:27][CH2:26][CH2:25][N:24](C(OC(C)(C)C)=O)[CH2:23]3)[CH:17]=[CH:16]4)[NH:10][C:6]=2[CH2:5][CH2:4][NH:3]1.[C:35]([OH:41])([C:37]([F:40])([F:39])[F:38])=[O:36]. Given the product [F:38][C:37]([F:40])([F:39])[C:35]([OH:41])=[O:36].[NH:24]1[CH2:25][CH2:26][CH2:27][C@@H:22]([O:21][C:18]2[CH:17]=[CH:16][C:15]3[C:20](=[C:11]([C:9]4[NH:10][C:6]5[CH2:5][CH2:4][NH:3][C:2](=[O:1])[C:7]=5[CH:8]=4)[CH:12]=[CH:13][CH:14]=3)[N:19]=2)[CH2:23]1, predict the reactants needed to synthesize it. (2) Given the product [NH2:20][C:17]1[CH:18]=[CH:19][C:12]([O:11][CH2:10][CH2:9][O:8][CH2:7][CH2:6][O:5][CH2:4][CH2:3][O:2][CH3:1])=[C:13]([CH:16]=1)[C:14]#[N:15], predict the reactants needed to synthesize it. The reactants are: [CH3:1][O:2][CH2:3][CH2:4][O:5][CH2:6][CH2:7][O:8][CH2:9][CH2:10][O:11][C:12]1[CH:19]=[CH:18][C:17]([N+:20]([O-])=O)=[CH:16][C:13]=1[C:14]#[N:15].[NH4+].[Cl-].